Dataset: Forward reaction prediction with 1.9M reactions from USPTO patents (1976-2016). Task: Predict the product of the given reaction. (1) Given the reactants [O:1]1[CH2:6][CH2:5][CH2:4][CH2:3][CH:2]1[N:7]1[C:15]2[C:10](=[CH:11][C:12]([C:16]3[CH:21]=[CH:20][CH:19]=[C:18]([C:22]([F:25])([F:24])[F:23])[CH:17]=3)=[CH:13][CH:14]=2)[C:9]([CH:26]=O)=[N:8]1.[C:28]1([NH2:35])[CH:33]=[CH:32][CH:31]=[CH:30][C:29]=1[NH2:34].S(=O)(O)[O-].[Na+], predict the reaction product. The product is: [NH:34]1[C:29]2[CH:30]=[CH:31][CH:32]=[CH:33][C:28]=2[N:35]=[C:26]1[C:9]1[C:10]2[C:15](=[CH:14][CH:13]=[C:12]([C:16]3[CH:21]=[CH:20][CH:19]=[C:18]([C:22]([F:25])([F:24])[F:23])[CH:17]=3)[CH:11]=2)[N:7]([CH:2]2[CH2:3][CH2:4][CH2:5][CH2:6][O:1]2)[N:8]=1. (2) Given the reactants Cl.Cl.[NH:3]1[CH2:6][CH:5]([N:7]2[CH:11]=[C:10]([NH:12][C:13]3[N:18]=[C:17]([N:19]4[CH2:23][CH2:22][C@:21]([CH2:26][CH3:27])([C:24]#[N:25])[C:20]4=[O:28])[CH:16]=[CH:15][N:14]=3)[CH:9]=[N:8]2)[CH2:4]1.C(N(CC)CC)C.[CH3:36][S:37](Cl)(=[O:39])=[O:38].O, predict the reaction product. The product is: [CH2:26]([C@:21]1([C:24]#[N:25])[CH2:22][CH2:23][N:19]([C:17]2[CH:16]=[CH:15][N:14]=[C:13]([NH:12][C:10]3[CH:9]=[N:8][N:7]([CH:5]4[CH2:6][N:3]([S:37]([CH3:36])(=[O:39])=[O:38])[CH2:4]4)[CH:11]=3)[N:18]=2)[C:20]1=[O:28])[CH3:27]. (3) Given the reactants [CH3:1][C:2]([CH3:12])=[CH:3][CH2:4][C:5]1[CH:10]=[CH:9][C:8]([OH:11])=[CH:7][CH:6]=1.O, predict the reaction product. The product is: [CH2:4]([C@@H:5]1[CH2:6][CH2:7][C@H:8]([OH:11])[CH2:9][CH2:10]1)[CH2:3][CH:2]([CH3:12])[CH3:1].[CH2:4]([C@H:5]1[CH2:6][CH2:7][C@H:8]([OH:11])[CH2:9][CH2:10]1)[CH2:3][CH:2]([CH3:12])[CH3:1]. (4) Given the reactants [NH2:1][C:2]1[CH:7]=[CH:6][CH:5]=[CH:4][CH:3]=1.C(N(CC)C(C)C)(C)C.Cl[S:18]([C:21]1[CH:22]=[C:23]([C:27]2[C:36]([CH3:38])([CH3:37])[CH2:35][C:34]3[C:29](=[CH:30][CH:31]=[C:32]([C:39]([O:41][CH3:42])=[O:40])[CH:33]=3)[N:28]=2)[CH:24]=[CH:25][CH:26]=1)(=[O:20])=[O:19], predict the reaction product. The product is: [CH3:37][C:36]1([CH3:38])[CH2:35][C:34]2[C:29](=[CH:30][CH:31]=[C:32]([C:39]([O:41][CH3:42])=[O:40])[CH:33]=2)[N:28]=[C:27]1[C:23]1[CH:24]=[CH:25][CH:26]=[C:21]([S:18](=[O:20])(=[O:19])[NH:1][C:2]2[CH:7]=[CH:6][CH:5]=[CH:4][CH:3]=2)[CH:22]=1. (5) The product is: [C:16]([NH:15][C:10]1[CH:11]=[CH:12][CH:13]=[CH:14][C:9]=1[NH:8][C:6]1[C:5]([C:20]([F:23])([F:22])[F:21])=[CH:4][N:3]=[C:2]([NH:24][C:25]2[CH:26]=[C:27]([CH:31]=[CH:32][C:33]=2[CH3:34])[C:28]([NH2:30])=[O:29])[N:7]=1)(=[O:19])[CH:17]=[CH2:18]. Given the reactants Cl[C:2]1[N:7]=[C:6]([NH:8][C:9]2[CH:14]=[CH:13][CH:12]=[CH:11][C:10]=2[NH:15][C:16](=[O:19])[CH:17]=[CH2:18])[C:5]([C:20]([F:23])([F:22])[F:21])=[CH:4][N:3]=1.[NH2:24][C:25]1[CH:26]=[C:27]([CH:31]=[CH:32][C:33]=1[CH3:34])[C:28]([NH2:30])=[O:29].CO.C(Cl)Cl, predict the reaction product.